This data is from Forward reaction prediction with 1.9M reactions from USPTO patents (1976-2016). The task is: Predict the product of the given reaction. (1) Given the reactants Cl[C:2]1[NH:3][C:4](=[O:13])[C:5]2[C:10]([CH:11]=1)=[CH:9][CH:8]=[C:7]([CH3:12])[CH:6]=2.[OH:14][CH2:15][CH2:16][N:17]1[CH2:22][CH2:21][NH:20][CH2:19][CH2:18]1, predict the reaction product. The product is: [OH:14][CH2:15][CH2:16][N:17]1[CH2:22][CH2:21][N:20]([C:2]2[NH:3][C:4](=[O:13])[C:5]3[C:10]([CH:11]=2)=[CH:9][CH:8]=[C:7]([CH3:12])[CH:6]=3)[CH2:19][CH2:18]1. (2) Given the reactants [F:1][C:2]1[CH:3]=[C:4]2[C:12](=[CH:13][CH:14]=1)[NH:11][C:10]1[CH2:9][CH2:8][CH:7]([CH2:15][C:16]#[N:17])[CH2:6][C:5]2=1.N, predict the reaction product. The product is: [F:1][C:2]1[CH:3]=[C:4]2[C:12](=[CH:13][CH:14]=1)[NH:11][C:10]1[CH2:9][CH2:8][CH:7]([CH2:15][CH2:16][NH2:17])[CH2:6][C:5]2=1. (3) Given the reactants [OH:1][C:2]1[CH:9]=[CH:8][C:5]([CH:6]=[O:7])=[CH:4][CH:3]=1.Br[CH2:11][CH2:12][CH2:13][CH2:14][CH2:15][CH2:16][CH3:17], predict the reaction product. The product is: [CH2:11]([O:1][C:2]1[CH:9]=[CH:8][C:5]([CH:6]=[O:7])=[CH:4][CH:3]=1)[CH2:12][CH2:13][CH2:14][CH2:15][CH2:16][CH3:17]. (4) Given the reactants [CH3:1][O:2][C:3]1[C:4]2[N:5]([N:15]=[CH:16][C:17]=2[C:18]#[C:19][C:20]2[CH:25]=[CH:24][N:23]=[C:22]([NH2:26])[CH:21]=2)[CH:6]=[C:7]([C:9]2[CH:10]=[N:11][N:12]([CH3:14])[CH:13]=2)[CH:8]=1.[CH3:27][O:28][C:29]1[CH:30]=[C:31]([S:35](Cl)(=[O:37])=[O:36])[CH:32]=[CH:33][CH:34]=1, predict the reaction product. The product is: [CH3:27][O:28][C:29]1[CH:30]=[C:31]([S:35]([NH:26][C:22]2[CH:21]=[C:20]([C:19]#[C:18][C:17]3[CH:16]=[N:15][N:5]4[CH:6]=[C:7]([C:9]5[CH:10]=[N:11][N:12]([CH3:14])[CH:13]=5)[CH:8]=[C:3]([O:2][CH3:1])[C:4]=34)[CH:25]=[CH:24][N:23]=2)(=[O:37])=[O:36])[CH:32]=[CH:33][CH:34]=1. (5) The product is: [CH2:1]([N:8]1[CH2:13][CH2:12][C:11]2([N:17]3[N:18]=[C:19]([C:23]4[CH:24]=[CH:25][C:26]([O:29][C:30]5[CH:31]=[CH:32][CH:33]=[CH:34][CH:35]=5)=[CH:27][CH:28]=4)[C:20]([C:21]([NH2:22])=[O:37])=[C:16]3[NH:15][C:14]2=[O:36])[CH2:10][CH2:9]1)[C:2]1[CH:7]=[CH:6][CH:5]=[CH:4][CH:3]=1. Given the reactants [CH2:1]([N:8]1[CH2:13][CH2:12][C:11]2([N:17]3[N:18]=[C:19]([C:23]4[CH:28]=[CH:27][C:26]([O:29][C:30]5[CH:35]=[CH:34][CH:33]=[CH:32][CH:31]=5)=[CH:25][CH:24]=4)[C:20]([C:21]#[N:22])=[C:16]3[NH:15][C:14]2=[O:36])[CH2:10][CH2:9]1)[C:2]1[CH:7]=[CH:6][CH:5]=[CH:4][CH:3]=1.[OH2:37], predict the reaction product.